The task is: Predict the reactants needed to synthesize the given product.. This data is from Full USPTO retrosynthesis dataset with 1.9M reactions from patents (1976-2016). (1) Given the product [O-:34][N+:23]1[C:24]2[CH:33]=[C:32]3[C:28](=[CH:27][C:25]=2[N+:26]([O-:4])=[C:21]([CH2:20][CH2:19][CH2:18][N:17]([CH3:16])[CH3:35])[N:22]=1)[CH2:29][CH2:30][CH2:31]3, predict the reactants needed to synthesize it. The reactants are: OO.C(OC(C(F)(F)F)=O)(C(F)(F)F)=[O:4].[CH3:16][N:17]([CH3:35])[CH2:18][CH2:19][CH2:20][C:21]1[N:22]=[N+:23]([O-:34])[C:24]2[CH:33]=[C:32]3[C:28]([CH2:29][CH2:30][CH2:31]3)=[CH:27][C:25]=2[N:26]=1.C(O)(C(F)(F)F)=O. (2) Given the product [Br:3][C:4]1[CH:9]=[CH:8][C:7]([C:10]2([O:14][CH2:17][C:18]([OH:20])=[O:19])[CH2:11][CH2:12][CH2:13]2)=[C:6]([F:15])[CH:5]=1, predict the reactants needed to synthesize it. The reactants are: [H-].[Na+].[Br:3][C:4]1[CH:9]=[CH:8][C:7]([C:10]2([OH:14])[CH2:13][CH2:12][CH2:11]2)=[C:6]([F:15])[CH:5]=1.Br[CH2:17][C:18]([OH:20])=[O:19]. (3) Given the product [CH3:1][N:2]([CH:19]=[C:43]1[CH2:42][C:41](=[O:46])[NH:40][C:39]2[CH:47]=[C:35]([CH3:34])[CH:36]=[CH:37][C:38]=2[C:44]1=[O:45])[CH3:3], predict the reactants needed to synthesize it. The reactants are: [CH3:1][N:2]([CH3:19])[CH:3]1C(=C)C(=O)NC2C=CC(OC)=CC=2C1=O.FC1C=CC2NC(=O)CCC(=O)C=2C=1.[CH3:34][C:35]1[CH:36]=[CH:37][C:38]2[C:44](=[O:45])[CH2:43][CH2:42][C:41](=[O:46])[NH:40][C:39]=2[CH:47]=1. (4) Given the product [Cl:1][C:18]1[CH:17]=[N:16][C:15]([N:2]2[CH2:5][CH:4]([OH:6])[CH2:3]2)=[C:20]([CH:19]=1)[C:21]([O:23][CH3:24])=[O:22], predict the reactants needed to synthesize it. The reactants are: [ClH:1].[NH:2]1[CH2:5][CH:4]([OH:6])[CH2:3]1.C(N(CC)CC)C.Cl[C:15]1[C:20]([C:21]([O:23][CH3:24])=[O:22])=[CH:19][CH:18]=[CH:17][N:16]=1. (5) Given the product [CH3:24][C:25]1[N:26]=[C:27]([N:30]2[CH2:34][CH2:33][N:32]([CH2:35][C:36]3[CH:45]=[CH:44][C:39]([C:40]([OH:42])=[O:41])=[CH:38][CH:37]=3)[C:31]2=[O:46])[S:28][CH:29]=1, predict the reactants needed to synthesize it. The reactants are: CC1N=C(N2CCN(C3C=CC=CC=3)C2=O)SC=1C(OCC)=O.[CH3:24][C:25]1[N:26]=[C:27]([N:30]2[CH2:34][CH2:33][N:32]([CH2:35][C:36]3[CH:45]=[CH:44][C:39]([C:40]([O:42]C)=[O:41])=[CH:38][CH:37]=3)[C:31]2=[O:46])[S:28][CH:29]=1.